Task: Regression. Given a peptide amino acid sequence and an MHC pseudo amino acid sequence, predict their binding affinity value. This is MHC class I binding data.. Dataset: Peptide-MHC class I binding affinity with 185,985 pairs from IEDB/IMGT (1) The peptide sequence is TNQLRSVGL. The MHC is HLA-B08:01 with pseudo-sequence HLA-B08:01. The binding affinity (normalized) is 0.0387. (2) The peptide sequence is YRFRFRSVY. The MHC is HLA-A68:02 with pseudo-sequence HLA-A68:02. The binding affinity (normalized) is 0.0847. (3) The peptide sequence is YSKPWMAFF. The MHC is HLA-B40:01 with pseudo-sequence HLA-B40:01. The binding affinity (normalized) is 0.0847.